From a dataset of TCR-epitope binding with 47,182 pairs between 192 epitopes and 23,139 TCRs. Binary Classification. Given a T-cell receptor sequence (or CDR3 region) and an epitope sequence, predict whether binding occurs between them. (1) The epitope is SEETGTLIV. The TCR CDR3 sequence is CASSQGGQYEQYF. Result: 1 (the TCR binds to the epitope). (2) The epitope is RTLNAWVKV. The TCR CDR3 sequence is CSAEGPSTLSYNEQFF. Result: 0 (the TCR does not bind to the epitope). (3) The TCR CDR3 sequence is CASSLADRGVDGYTF. Result: 0 (the TCR does not bind to the epitope). The epitope is TPGPGVRYPL. (4) The epitope is SEVGPEHSLAEY. The TCR CDR3 sequence is CSVTGERGTDTQYF. Result: 0 (the TCR does not bind to the epitope). (5) The epitope is HTTDPSFLGRY. The TCR CDR3 sequence is CASSSGGFGYTF. Result: 1 (the TCR binds to the epitope).